This data is from Full USPTO retrosynthesis dataset with 1.9M reactions from patents (1976-2016). The task is: Predict the reactants needed to synthesize the given product. (1) Given the product [CH3:61][O:60][C:58](=[O:59])[NH:1][C@@H:4]([C@H:46]1[CH2:50][CH2:49][O:48][CH2:47]1)[C:5](=[O:6])[NH:7][C@@H:8]([CH2:39][C:40]1[CH:45]=[CH:44][CH:43]=[CH:42][CH:41]=1)[C@@H:9]([OH:38])[CH2:10][C@H:11]([CH2:12][C:13]1[CH:18]=[CH:17][C:16]([C:19]2[CH:24]=[CH:23][CH:22]=[CH:21][N:20]=2)=[CH:15][CH:14]=1)[NH:25][C:26](=[O:37])[C@H:27]([C:33]([CH3:34])([CH3:35])[CH3:36])[NH:28][C:58](=[O:59])[O:60][CH3:61], predict the reactants needed to synthesize it. The reactants are: [N:1]([C@@H:4]([C@H:46]1[CH2:50][CH2:49][O:48][CH2:47]1)[C:5]([NH:7][C@@H:8]([CH2:39][C:40]1[CH:45]=[CH:44][CH:43]=[CH:42][CH:41]=1)[C@@H:9]([OH:38])[CH2:10][C@@H:11]([NH:25][C:26](=[O:37])[C@H:27]([C:33]([CH3:36])([CH3:35])[CH3:34])[NH:28]C(OC)=O)[CH2:12][C:13]1[CH:18]=[CH:17][C:16]([C:19]2[CH:24]=[CH:23][CH:22]=[CH:21][N:20]=2)=[CH:15][CH:14]=1)=[O:6])=[N+]=[N-].N1C=CC=CC=1.Cl[C:58]([O:60][CH3:61])=[O:59]. (2) Given the product [F:30][C:29]([F:32])([F:31])[CH:21]([C:20]1[C:19]([S:16]([C:13]2[CH:12]=[CH:11][C:10](/[CH:9]=[CH:8]/[C:5]3[CH:6]=[CH:7][C:2]([F:1])=[CH:3][CH:4]=3)=[CH:15][CH:14]=2)(=[O:17])=[O:18])=[N:26][CH:25]=[CH:24][CH:23]=1)[OH:22], predict the reactants needed to synthesize it. The reactants are: [F:1][C:2]1[CH:7]=[CH:6][C:5](/[CH:8]=[CH:9]/[C:10]2[CH:15]=[CH:14][C:13]([S:16]([C:19]3[N:26]=[CH:25][CH:24]=[CH:23][C:20]=3[CH:21]=[O:22])(=[O:18])=[O:17])=[CH:12][CH:11]=2)=[CH:4][CH:3]=1.C[Si](C)(C)[C:29]([F:32])([F:31])[F:30].[F-].[Cs+]. (3) Given the product [CH2:1]([O:8][C:9]1[C:14]([CH2:15][N:16]2[CH2:25][CH2:24][C:23]3[C:18](=[C:19]([Cl:28])[C:20]([C:37]4[C:33]([CH3:32])=[N:34][O:35][C:36]=4[CH3:47])=[CH:21][C:22]=3[Cl:26])[C:17]2=[O:29])=[C:13]([CH3:30])[CH:12]=[C:11]([CH3:31])[N:10]=1)[C:2]1[CH:7]=[CH:6][CH:5]=[CH:4][CH:3]=1, predict the reactants needed to synthesize it. The reactants are: [CH2:1]([O:8][C:9]1[C:14]([CH2:15][N:16]2[CH2:25][CH2:24][C:23]3[C:18](=[C:19]([Cl:28])[C:20](Br)=[CH:21][C:22]=3[Cl:26])[C:17]2=[O:29])=[C:13]([CH3:30])[CH:12]=[C:11]([CH3:31])[N:10]=1)[C:2]1[CH:7]=[CH:6][CH:5]=[CH:4][CH:3]=1.[CH3:32][C:33]1[C:37](B2OC(C)(C)C(C)(C)O2)=[C:36]([CH3:47])[O:35][N:34]=1.[F-].[Cs+]. (4) Given the product [N:1]1([C:25]([O:24][C:21]([CH3:23])([CH3:22])[CH3:20])=[O:26])[CH2:2][CH:3]([C:11]([O:13][CH3:14])=[O:12])[CH2:4][CH:5]([C:7]([O:9][CH3:10])=[O:8])[CH2:6]1, predict the reactants needed to synthesize it. The reactants are: [NH:1]1[CH2:6][CH:5]([C:7]([O:9][CH3:10])=[O:8])[CH2:4][CH:3]([C:11]([O:13][CH3:14])=[O:12])[CH2:2]1.C([O-])(O)=O.[Na+].[CH3:20][C:21]([O:24][C:25](O[C:25]([O:24][C:21]([CH3:23])([CH3:22])[CH3:20])=[O:26])=[O:26])([CH3:23])[CH3:22]. (5) The reactants are: [CH3:1][CH:2]1[CH2:7][CH2:6][CH:5]([C:8]([OH:10])=O)[CH2:4][CH2:3]1.[CH:11]1([CH2:14][CH2:15][NH:16][C:17]([C:19]2[N:20]=[N:21][C:22]([N:25]3[CH2:30][CH2:29][NH:28][CH2:27][CH2:26]3)=[CH:23][CH:24]=2)=[O:18])[CH2:13][CH2:12]1. Given the product [CH:11]1([CH2:14][CH2:15][NH:16][C:17]([C:19]2[N:20]=[N:21][C:22]([N:25]3[CH2:30][CH2:29][N:28]([C:8]([CH:5]4[CH2:4][CH2:3][CH:2]([CH3:1])[CH2:7][CH2:6]4)=[O:10])[CH2:27][CH2:26]3)=[CH:23][CH:24]=2)=[O:18])[CH2:13][CH2:12]1, predict the reactants needed to synthesize it. (6) Given the product [Cl:3][CH2:21][C:16]1[C:17](=[O:20])[CH:18]=[CH:19][N:14]([C:12]2[CH:11]=[C:8]([CH:7]=[C:6]([F:5])[CH:13]=2)[C:9]#[N:10])[N:15]=1, predict the reactants needed to synthesize it. The reactants are: S(Cl)([Cl:3])=O.[F:5][C:6]1[CH:7]=[C:8]([CH:11]=[C:12]([N:14]2[CH:19]=[CH:18][C:17](=[O:20])[C:16]([CH2:21]O)=[N:15]2)[CH:13]=1)[C:9]#[N:10]. (7) Given the product [Br:1][C:2]1[CH:16]=[C:15]([NH2:17])[CH:14]=[CH:13][C:3]=1[O:4][CH2:5][CH2:6][N:7]1[CH2:12][CH2:11][O:10][CH2:9][CH2:8]1, predict the reactants needed to synthesize it. The reactants are: [Br:1][C:2]1[CH:16]=[C:15]([N+:17]([O-])=O)[CH:14]=[CH:13][C:3]=1[O:4][CH2:5][CH2:6][N:7]1[CH2:12][CH2:11][O:10][CH2:9][CH2:8]1.[H][H]. (8) Given the product [Br:1][C:2]1[CH:7]=[CH:6][C:5]([S:8]([NH:11][CH2:12][CH2:13][N:14]2[CH2:15][CH2:16][O:17][CH2:18][CH2:19]2)(=[O:9])=[O:10])=[CH:4][CH:3]=1, predict the reactants needed to synthesize it. The reactants are: [Br:1][C:2]1[CH:7]=[CH:6][C:5]([S:8]([NH:11][CH2:12][CH2:13][N:14]2[CH2:19][CH2:18][O:17][CH2:16][CH2:15]2)(=[O:10])=[O:9])=[C:4](C)[CH:3]=1.BrC1C=CC(S(Cl)(=O)=O)=CC=1.